Dataset: Reaction yield outcomes from USPTO patents with 853,638 reactions. Task: Predict the reaction yield, written as a fraction of the theoretical maximum amount of product (1.0 means a 100% yield; for example, 0.34 means a 34% yield). (1) The reactants are COCCOC[O:7][C:8]1[CH:9]=[C:10]([CH:13]=[CH:14][C:15]=1[O:16]COCCOC)[CH:11]=O.[CH3:23][O:24][C:25]1[CH:26]=[C:27]([CH:31]=[CH:32][C:33]=1[O:34][CH3:35])[CH2:28][C:29]#[N:30]. No catalyst specified. The product is [OH:7][C:8]1[CH:9]=[C:10](/[CH:11]=[C:28](/[C:27]2[CH:31]=[CH:32][C:33]([O:34][CH3:35])=[C:25]([O:24][CH3:23])[CH:26]=2)\[C:29]#[N:30])[CH:13]=[CH:14][C:15]=1[OH:16]. The yield is 0.500. (2) The reactants are [Cl:1][C:2]1[CH:3]=[N:4][CH:5]=[C:6]([C:8]#[C:9][Si](C)(C)C)[CH:7]=1.C(=O)([O-])[O-].[K+].[K+]. The catalyst is CO. The product is [Cl:1][C:2]1[CH:3]=[N:4][CH:5]=[C:6]([C:8]#[CH:9])[CH:7]=1. The yield is 0.900. (3) The reactants are [Cl:1][C:2]1[CH:3]=[C:4]([CH:16]=[CH:17][CH:18]=1)[C:5]([NH:7][C:8]1[C:9](Cl)=[N:10][CH:11]=[C:12]([Cl:14])[CH:13]=1)=[O:6].[NH:19]1[CH2:24][CH2:23][CH:22]([CH2:25][CH2:26][CH2:27][OH:28])[CH2:21][CH2:20]1. The catalyst is CN(C)C=O.O. The product is [Cl:1][C:2]1[CH:3]=[C:4]([CH:16]=[CH:17][CH:18]=1)[C:5]([NH:7][C:8]1[C:9]([N:19]2[CH2:24][CH2:23][CH:22]([CH2:25][CH2:26][CH2:27][OH:28])[CH2:21][CH2:20]2)=[N:10][CH:11]=[C:12]([Cl:14])[CH:13]=1)=[O:6]. The yield is 0.470. (4) The reactants are Br[C:2]1[CH:11]=[CH:10][C:5]([C:6]([O:8][CH3:9])=[O:7])=[CH:4][CH:3]=1.C(B(CC)[C:15]1[CH:16]=[N:17][CH:18]=[CH:19][CH:20]=1)C.[OH-].[K+].[Cl-].[NH4+]. The catalyst is O1CCCC1.[Br-].C([N+](CCCC)(CCCC)CCCC)CCC.[Pd].C1(P(C2C=CC=CC=2)C2C=CC=CC=2)C=CC=CC=1.C1(P(C2C=CC=CC=2)C2C=CC=CC=2)C=CC=CC=1.C1(P(C2C=CC=CC=2)C2C=CC=CC=2)C=CC=CC=1.C1(P(C2C=CC=CC=2)C2C=CC=CC=2)C=CC=CC=1.C(OCC)(=O)C.O. The product is [N:17]1[CH:18]=[CH:19][CH:20]=[C:15]([C:2]2[CH:11]=[CH:10][C:5]([C:6]([O:8][CH3:9])=[O:7])=[CH:4][CH:3]=2)[CH:16]=1. The yield is 0.450. (5) The product is [CH:22]1([CH2:21][O:13][C:12]2[CH:11]=[CH:10][C:5]([C:6]([O:8][CH3:9])=[O:7])=[CH:4][C:3]=2[CH:1]=[O:2])[CH2:24][CH2:23]1. The reactants are [CH:1]([C:3]1[CH:4]=[C:5]([CH:10]=[CH:11][C:12]=1[OH:13])[C:6]([O:8][CH3:9])=[O:7])=[O:2].C([O-])([O-])=O.[K+].[K+].Br[CH2:21][CH:22]1[CH2:24][CH2:23]1. The catalyst is CN(C=O)C. The yield is 1.00. (6) The reactants are [F:1][C:2]1[CH:9]=[C:8]([F:10])[CH:7]=[CH:6][C:3]=1[CH:4]=O.COP([CH2:17][C:18](=[O:20])[CH3:19])(=O)OC.C([O-])([O-])=O.[K+].[K+]. The catalyst is O. The product is [F:1][C:2]1[CH:9]=[C:8]([F:10])[CH:7]=[CH:6][C:3]=1/[CH:4]=[CH:17]/[C:18](=[O:20])[CH3:19]. The yield is 0.790. (7) The reactants are [O:1]1[C:5]([C:6]2[C:14]3[C:9](=[CH:10][CH:11]=[C:12]([C:15]#[N:16])[CH:13]=3)[N:8](C3CCCCO3)[N:7]=2)=[CH:4][C:3]2[CH:23]=[CH:24][CH:25]=[CH:26][C:2]1=2.Cl. The catalyst is CO. The product is [O:1]1[C:5]([C:6]2[C:14]3[C:9](=[CH:10][CH:11]=[C:12]([C:15]#[N:16])[CH:13]=3)[NH:8][N:7]=2)=[CH:4][C:3]2[CH:23]=[CH:24][CH:25]=[CH:26][C:2]1=2. The yield is 0.900. (8) The reactants are C[O:2][C:3](=O)[CH:4]([N:6]1[CH:15]([C:16](OC)=[O:17])[CH2:14][C:13]2[C:8](=[CH:9][CH:10]=[CH:11][CH:12]=2)[C:7]1=[O:20])[CH3:5].[Li+].[BH4-].CO. The catalyst is C1COCC1.C(Cl)Cl. The product is [OH:17][CH2:16][CH:15]1[CH2:14][C:13]2[C:8](=[CH:9][CH:10]=[CH:11][CH:12]=2)[C:7](=[O:20])[N:6]1[CH:4]([CH3:5])[CH2:3][OH:2]. The yield is 0.890. (9) The reactants are [H-].[Na+].[C:3]([O:7][C:8]([N:10]1[CH2:15][CH2:14][O:13][CH2:12][C@@H:11]1[CH2:16][OH:17])=[O:9])([CH3:6])([CH3:5])[CH3:4].[N+](C1C=CC([O:27][C:28]([N:30]2[CH2:35][CH2:34][N:33]([C:36]3[CH:41]=[CH:40][C:39]([F:42])=[CH:38][CH:37]=3)[CH2:32][CH2:31]2)=O)=CC=1)([O-])=O.C([O-])(O)=O.[Na+]. The catalyst is C1COCC1. The product is [C:3]([O:7][C:8]([N:10]1[CH2:15][CH2:14][O:13][CH2:12][C@H:11]1[CH2:16][O:17][C:28]([N:30]1[CH2:31][CH2:32][N:33]([C:36]2[CH:41]=[CH:40][C:39]([F:42])=[CH:38][CH:37]=2)[CH2:34][CH2:35]1)=[O:27])=[O:9])([CH3:6])([CH3:5])[CH3:4]. The yield is 0.840. (10) The reactants are Cl[C:2]1[C:7]([O:8][CH2:9][CH2:10][O:11]C2CCCCO2)=[CH:6][CH:5]=[CH:4][N:3]=1.[CH3:18][N:19]([CH3:25])[C:20]([CH3:24])([CH3:23])[CH2:21][OH:22].CC(C)([O-])C.[K+].C(O)(C)(C)C. The catalyst is C1(C)C=CC=CC=1. The product is [CH3:18][N:19]([CH3:25])[C:20]([CH3:24])([CH3:23])[CH2:21][O:22][C:2]1[C:7]([O:8][CH2:9][CH2:10][OH:11])=[CH:6][CH:5]=[CH:4][N:3]=1. The yield is 0.800.